From a dataset of Reaction yield outcomes from USPTO patents with 853,638 reactions. Predict the reaction yield, written as a fraction of the theoretical maximum amount of product (1.0 means a 100% yield; for example, 0.34 means a 34% yield). (1) The reactants are CC1(C)[O:6][CH:5]([CH2:7][O:8][NH:9][C:10]([C:12]2[N:20]([CH:21]3[CH2:23][CH2:22]3)[C:19]3[CH:18]=[CH:17][N:16]=[CH:15][C:14]=3[C:13]=2[NH:24][C:25]2[CH:30]=[CH:29][C:28]([I:31])=[CH:27][C:26]=2[F:32])=[O:11])[CH2:4][O:3]1.Cl. The catalyst is CO.O1CCOCC1. The product is [OH:6][CH:5]([CH2:4][OH:3])[CH2:7][O:8][NH:9][C:10]([C:12]1[N:20]([CH:21]2[CH2:22][CH2:23]2)[C:19]2[CH:18]=[CH:17][N:16]=[CH:15][C:14]=2[C:13]=1[NH:24][C:25]1[CH:30]=[CH:29][C:28]([I:31])=[CH:27][C:26]=1[F:32])=[O:11]. The yield is 0.0550. (2) The reactants are [Cl:1][C:2]1[CH:22]=[C:21]([Cl:23])[CH:20]=[CH:19][C:3]=1[CH2:4][N:5]1[C:9]([CH2:10][CH2:11][C:12]([OH:14])=O)=[CH:8][C:7]([O:15][CH:16]([CH3:18])[CH3:17])=[N:6]1.[C:24]1([CH2:30][CH2:31][CH2:32][S:33]([NH2:36])(=[O:35])=[O:34])[CH:29]=[CH:28][CH:27]=[CH:26][CH:25]=1.N12CCCN=C1CCCCC2. The catalyst is O1CCCC1. The product is [Cl:1][C:2]1[CH:22]=[C:21]([Cl:23])[CH:20]=[CH:19][C:3]=1[CH2:4][N:5]1[C:9]([CH2:10][CH2:11][C:12]([NH:36][S:33]([CH2:32][CH2:31][CH2:30][C:24]2[CH:29]=[CH:28][CH:27]=[CH:26][CH:25]=2)(=[O:34])=[O:35])=[O:14])=[CH:8][C:7]([O:15][CH:16]([CH3:18])[CH3:17])=[N:6]1. The yield is 0.760. (3) The product is [C:9]([C:5]1[CH:6]=[CH:7][C:2]([NH:1][C:14]2[CH:19]=[CH:18][CH:17]=[CH:16][CH:15]=2)=[CH:3][CH:4]=1)([CH3:12])([CH3:10])[CH3:8]. The yield is 0.860. The catalyst is C(=CC(C=CC1C=CC=CC=1)=O)C1C=CC=CC=1.[Pd].CCOCC. The reactants are [NH2:1][C:2]1[CH:7]=[CH:6][CH:5]=[CH:4][CH:3]=1.[CH3:8][C:9]([CH3:12])([O-])[CH3:10].[Na+].[CH:14]1(P([CH:14]2[CH2:19][CH2:18][CH2:17][CH2:16][CH2:15]2)C2C=CC=CC=2C2C=CC=CC=2N(C)C)[CH2:19][CH2:18][CH2:17][CH2:16][CH2:15]1.C1(C)C=CC=CC=1. (4) The reactants are [C:1]([SiH2:5][O:6][C:7]([CH3:18])([CH3:17])[C:8]1[S:15][C:14]2[C:13]([I:16])=[N:12][NH:11][C:10]=2[CH:9]=1)([CH3:4])([CH3:3])[CH3:2].[C:19](O[C:19]([O:21][C:22]([CH3:25])([CH3:24])[CH3:23])=[O:20])([O:21][C:22]([CH3:25])([CH3:24])[CH3:23])=[O:20]. The catalyst is ClCCl.CN(C1C=CN=CC=1)C. The product is [C:22]([O:21][C:19]([N:11]1[C:10]2[CH:9]=[C:8]([C:7]([CH3:18])([CH3:17])[O:6][SiH2:5][C:1]([CH3:4])([CH3:2])[CH3:3])[S:15][C:14]=2[C:13]([I:16])=[N:12]1)=[O:20])([CH3:25])([CH3:24])[CH3:23]. The yield is 0.840. (5) The reactants are [CH2:1]([N:8]([CH2:26][C@@H:27]([OH:46])[C@@H:28]([NH:36][C:37]([O:39][CH2:40][C:41]1[S:45][CH:44]=[N:43][CH:42]=1)=[O:38])[CH2:29][C:30]1[CH:35]=[CH:34][CH:33]=[CH:32][CH:31]=1)[C:9](=[O:25])[O:10]CC1C2CC3C(=CC=CC=3)C=2C=CC=1)[C:2]1[CH:7]=[CH:6][CH:5]=[CH:4][CH:3]=1.C(NCC)C.C([O-])(O)=O.[Na+].C(OC(O[C:60]([CH3:63])([CH3:62])[CH3:61])=O)(O[C:60]([CH3:63])([CH3:62])[CH3:61])=O.Cl. The catalyst is CC#N.O. The product is [CH2:1]([N:8]([CH2:26][C@@H:27]([OH:46])[C@@H:28]([NH:36][C:37]([O:39][CH2:40][C:41]1[S:45][CH:44]=[N:43][CH:42]=1)=[O:38])[CH2:29][C:30]1[CH:31]=[CH:32][CH:33]=[CH:34][CH:35]=1)[C:9](=[O:25])[O:10][C:60]([CH3:63])([CH3:62])[CH3:61])[C:2]1[CH:7]=[CH:6][CH:5]=[CH:4][CH:3]=1. The yield is 0.740. (6) The yield is 0.760. The catalyst is CO. The reactants are [OH:1][C@@H:2]([CH3:29])[CH2:3][CH2:4][CH2:5][CH2:6][N:7]1[C:16](=[O:17])[C:15]2[N:14]([CH2:18][C:19]3[CH:24]=[CH:23][CH:22]=[CH:21][CH:20]=3)[C:13]([CH2:25][NH:26][CH3:27])=[N:12][C:11]=2[N:10]([CH3:28])[C:8]1=[O:9].C(N(CC)CC)C.[C:45](O[C:45]([O:47][C:48]([CH3:51])([CH3:50])[CH3:49])=[O:46])([O:47][C:48]([CH3:51])([CH3:50])[CH3:49])=[O:46]. The product is [OH:1][C@@H:2]([CH3:29])[CH2:3][CH2:4][CH2:5][CH2:6][N:7]1[C:16](=[O:17])[C:15]2[N:14]([CH2:18][C:19]3[CH:20]=[CH:21][CH:22]=[CH:23][CH:24]=3)[C:13]([CH2:25][N:26]([CH3:27])[C:45]([O:47][C:48]([CH3:49])([CH3:50])[CH3:51])=[O:46])=[N:12][C:11]=2[N:10]([CH3:28])[C:8]1=[O:9]. (7) The reactants are Cl[C:2]1[N:7]=[C:6]([C:8]2[S:12][C:11]([C:13]([CH3:16])([CH3:15])[CH3:14])=[N:10][C:9]=2[C:17]2[C:18]([F:35])=[C:19]([NH:23][S:24]([C:27]3[CH:32]=[C:31]([F:33])[CH:30]=[CH:29][C:28]=3[F:34])(=[O:26])=[O:25])[CH:20]=[CH:21][CH:22]=2)[CH:5]=[CH:4][N:3]=1.[NH2:36][CH2:37][CH2:38][N:39]1[CH2:43][CH2:42][CH2:41][C:40]1=[O:44].CCN(C(C)C)C(C)C. The catalyst is CO.C(Cl)Cl. The product is [CH3:14][C:13]([C:11]1[S:12][C:8]([C:6]2[CH:5]=[CH:4][N:3]=[C:2]([NH:36][CH2:37][CH2:38][N:39]3[CH2:43][CH2:42][CH2:41][C:40]3=[O:44])[N:7]=2)=[C:9]([C:17]2[C:18]([F:35])=[C:19]([NH:23][S:24]([C:27]3[CH:32]=[C:31]([F:33])[CH:30]=[CH:29][C:28]=3[F:34])(=[O:26])=[O:25])[CH:20]=[CH:21][CH:22]=2)[N:10]=1)([CH3:16])[CH3:15]. The yield is 0.670. (8) The reactants are [F:1][C:2]1[C:3]([N+:9]([O-])=O)=[C:4]([CH:6]=[CH:7][CH:8]=1)[NH2:5].NC1C(C)=CC=CC=1N[C:21]1[N:26]=[CH:25][N:24]=[C:23]([N:27]([CH3:51])[C:28]([N:30]([C:39]2[C:44]([Cl:45])=[C:43]([O:46][CH3:47])[CH:42]=[C:41]([O:48][CH3:49])[C:40]=2[Cl:50])COCC[Si](C)(C)C)=[O:29])[CH:22]=1.C(N(C(C)C)CC)(C)C.[C:61](O)(=[O:64])[CH:62]=[CH2:63].C(Cl)Cl.C(P1(=O)OP(=O)(CCC)OP(=O)(CCC)O1)CC. No catalyst specified. The product is [Cl:50][C:40]1[C:41]([O:48][CH3:49])=[CH:42][C:43]([O:46][CH3:47])=[C:44]([Cl:45])[C:39]=1[NH:30][C:28](=[O:29])[N:27]([C:23]1[N:24]=[CH:25][N:26]=[C:21]([NH:5][C:4]2[CH:6]=[CH:7][CH:8]=[C:2]([F:1])[C:3]=2[NH:9][C:61](=[O:64])[CH:62]=[CH2:63])[CH:22]=1)[CH3:51]. The yield is 0.710. (9) The reactants are [Li+].[OH-].[Cl:3][C:4]1[C:8]([CH:9]=[O:10])=[CH:7][NH:6][C:5]=1[C:11]([O:13]C)=[O:12]. The catalyst is C1COCC1.CO. The product is [Cl:3][C:4]1[C:8]([CH:9]=[O:10])=[CH:7][NH:6][C:5]=1[C:11]([OH:13])=[O:12]. The yield is 0.830. (10) The reactants are C([Si](Cl)(CC)CC)C.Br[C:10]([Br:17])([F:16])[C:11]([O:13][CH2:14][CH3:15])=[O:12].[C:18]1(=[O:23])[CH2:22][CH2:21][CH:20]=[CH:19]1.Cl. The catalyst is C(#N)C.[Zn].CCOC(C)=O. The product is [Br:17][C:10]([F:16])([CH:20]1[CH2:21][CH2:22][C:18](=[O:23])[CH2:19]1)[C:11]([O:13][CH2:14][CH3:15])=[O:12]. The yield is 0.880.